The task is: Predict the product of the given reaction.. This data is from Forward reaction prediction with 1.9M reactions from USPTO patents (1976-2016). (1) Given the reactants [N+:1]([O-:4])(O)=[O:2].[CH3:5][C:6]1([CH3:17])[C:15]2[C:10](=[CH:11][CH:12]=[CH:13][CH:14]=2)[CH2:9][CH2:8][C:7]1=[O:16].[OH-].[K+], predict the reaction product. The product is: [CH3:5][C:6]1([CH3:17])[C:15]2[C:10](=[CH:11][C:12]([N+:1]([O-:4])=[O:2])=[CH:13][CH:14]=2)[CH2:9][CH2:8][C:7]1=[O:16]. (2) Given the reactants [CH2:1]([NH:8][CH3:9])[C:2]1[CH:7]=[CH:6][CH:5]=[CH:4][CH:3]=1.C(O)(=O)C.C(O[BH-](OC(=O)C)OC(=O)C)(=O)C.[Na+].O=[C:29]1[CH2:34][CH2:33][N:32]([C:35]([O:37][C:38]([CH3:41])([CH3:40])[CH3:39])=[O:36])[CH2:31][CH2:30]1.C(=O)([O-])O.[Na+], predict the reaction product. The product is: [CH2:1]([N:8]([CH:29]1[CH2:34][CH2:33][N:32]([C:35]([O:37][C:38]([CH3:41])([CH3:40])[CH3:39])=[O:36])[CH2:31][CH2:30]1)[CH3:9])[C:2]1[CH:7]=[CH:6][CH:5]=[CH:4][CH:3]=1. (3) Given the reactants [Cl:1][C:2]1[CH:11]=[C:10]([OH:12])[C:9]2[C:4](=[CH:5][CH:6]=[CH:7][CH:8]=2)[N:3]=1.[C:13]([O-])([O-])=O.[K+].[K+].CI, predict the reaction product. The product is: [Cl:1][C:2]1[CH:11]=[C:10]([O:12][CH3:13])[C:9]2[C:4](=[CH:5][CH:6]=[CH:7][CH:8]=2)[N:3]=1. (4) Given the reactants F[C:2]1[CH:3]=[C:4]([CH:7]=[CH:8][CH:9]=1)[CH:5]=[O:6].[NH:10]1[CH:14]=[N:13][CH:12]=[N:11]1.C([O-])([O-])=O.[K+].[K+], predict the reaction product. The product is: [N:10]1([C:2]2[CH:3]=[C:4]([CH:7]=[CH:8][CH:9]=2)[CH:5]=[O:6])[CH:14]=[N:13][CH:12]=[N:11]1. (5) Given the reactants I[CH:2]1[CH2:5][N:4]([C:6]([O:8][C:9]([CH3:12])([CH3:11])[CH3:10])=[O:7])[CH2:3]1.[NH2:13][C:14]1[CH:19]=[CH:18][C:17](B(O)O)=[CH:16][CH:15]=1.C[Si]([N-][Si](C)(C)C)(C)C.[Na+].N[C@H]1CCCC[C@H]1O, predict the reaction product. The product is: [NH2:13][C:14]1[CH:19]=[CH:18][C:17]([CH:2]2[CH2:5][N:4]([C:6]([O:8][C:9]([CH3:12])([CH3:11])[CH3:10])=[O:7])[CH2:3]2)=[CH:16][CH:15]=1. (6) The product is: [Cl:1][C:2]1[CH:3]=[C:4]([CH:10]=[CH:11][CH:12]=1)[C:5]([C:7](=[CH:20][NH:19][C:13]1[CH:18]=[CH:17][CH:16]=[CH:15][CH:14]=1)[C:8]#[N:9])=[O:6]. Given the reactants [Cl:1][C:2]1[CH:3]=[C:4]([CH:10]=[CH:11][CH:12]=1)[C:5]([CH2:7][C:8]#[N:9])=[O:6].[C:13]1([N:19](C2C=CC=CC=2)[CH:20]=N)[CH:18]=[CH:17][CH:16]=[CH:15][CH:14]=1, predict the reaction product.